From a dataset of Full USPTO retrosynthesis dataset with 1.9M reactions from patents (1976-2016). Predict the reactants needed to synthesize the given product. (1) Given the product [F:14][C:13]([F:16])([F:15])[C:11]1[CH:10]=[C:9]([C:17]2[CH:18]=[N:19][C:20]([C:23]([F:26])([F:25])[F:24])=[CH:21][CH:22]=2)[N:8]=[C:7]([N:5]2[CH:6]=[C:2]([C:31]3[CH:32]=[CH:33][C:28]([NH2:27])=[N:29][CH:30]=3)[N:3]=[CH:4]2)[N:12]=1, predict the reactants needed to synthesize it. The reactants are: I[C:2]1[N:3]=[CH:4][N:5]([C:7]2[N:12]=[C:11]([C:13]([F:16])([F:15])[F:14])[CH:10]=[C:9]([C:17]3[CH:18]=[N:19][C:20]([C:23]([F:26])([F:25])[F:24])=[CH:21][CH:22]=3)[N:8]=2)[CH:6]=1.[NH2:27][C:28]1[CH:33]=[CH:32][C:31](B2OC(C)(C)C(C)(C)O2)=[CH:30][N:29]=1. (2) Given the product [O:11]=[C:7]1[C:8]2[C:4](=[CH:3][C:2]([NH:1][C:18]([C:15]3[CH:16]=[CH:17][C:12]([C:21]4[CH:22]=[CH:23][CH:24]=[CH:25][CH:26]=4)=[CH:13][CH:14]=3)=[O:19])=[CH:10][CH:9]=2)[CH2:5][CH2:6]1, predict the reactants needed to synthesize it. The reactants are: [NH2:1][C:2]1[CH:3]=[C:4]2[C:8](=[CH:9][CH:10]=1)[C:7](=[O:11])[CH2:6][CH2:5]2.[C:12]1([C:21]2[CH:26]=[CH:25][CH:24]=[CH:23][CH:22]=2)[CH:17]=[CH:16][C:15]([C:18](Cl)=[O:19])=[CH:14][CH:13]=1.C(N(CC)CC)C. (3) The reactants are: [CH:1]1([CH2:4][O:5][C:6](=[O:25])[CH:7]([C:12]2[CH:17]=[C:16]([O:18][CH2:19][CH:20]3[CH2:22][CH2:21]3)[C:15](I)=[C:14]([Cl:24])[CH:13]=2)[CH2:8][CH:9]([CH3:11])[CH3:10])[CH2:3][CH2:2]1.[F:26][C:27]([F:38])([F:37])[C:28]1[CH:33]=[CH:32][C:31](B(O)O)=[CH:30][CH:29]=1.[F-].[Cs+].O. Given the product [CH:1]1([CH2:4][O:5][C:6](=[O:25])[CH:7]([C:12]2[CH:17]=[C:16]([O:18][CH2:19][CH:20]3[CH2:22][CH2:21]3)[C:15]([C:31]3[CH:32]=[CH:33][C:28]([C:27]([F:38])([F:37])[F:26])=[CH:29][CH:30]=3)=[C:14]([Cl:24])[CH:13]=2)[CH2:8][CH:9]([CH3:11])[CH3:10])[CH2:3][CH2:2]1, predict the reactants needed to synthesize it. (4) Given the product [C:9]([C:13]1[CH:18]=[CH:17][C:16]([O:22][CH3:23])=[C:15]([C:2]2[CH:7]=[CH:6][C:5]([CH3:8])=[CH:4][N:3]=2)[CH:14]=1)([CH3:12])([CH3:10])[CH3:11], predict the reactants needed to synthesize it. The reactants are: Br[C:2]1[CH:7]=[CH:6][C:5]([CH3:8])=[CH:4][N:3]=1.[C:9]([C:13]1[CH:14]=[CH:15][C:16]([O:22][CH3:23])=[C:17](B(O)O)[CH:18]=1)([CH3:12])([CH3:11])[CH3:10].C(=O)([O-])[O-].[K+].[K+].